Dataset: Experimentally validated miRNA-target interactions with 360,000+ pairs, plus equal number of negative samples. Task: Binary Classification. Given a miRNA mature sequence and a target amino acid sequence, predict their likelihood of interaction. (1) The miRNA is mmu-miR-3471 with sequence UGAGAUCCAACUGUAAGGCAUU. The protein sequence of the target gene is MPEGEGGDCGEVPALVPDGEPLREEQRPLKQSLGGSLCRESHWKCLLLTLLIHACGAVVAWCRLATVPRLVLGPEAALARGAGGPPPTYPASPCSDGYLYIPLAFVSLLYLLYLAECWHCHVRSCQAPRTDANTVLALIHRLQQAPPCVWWKATSYHYVRRTRQITRYRNGDAYTTTQVYHERADSRTARGEFDYSAHGVRDVSKELVGLADHAATRLRFTKCFSFGSAEAEASYLTQRARFFSANEGLDDYLEAREGMHLKDVDFRESLMVFADPRSPPWYARAWVFWLVSAATLSWPL.... Result: 1 (interaction). (2) The miRNA is hsa-miR-4447 with sequence GGUGGGGGCUGUUGUUU. The protein sequence of the target gene is MASVKVAVRVRPMNRREKDLEAKFIIQMEKSKTTITNLKIPEGGTGDSGRERTKTFTYDFSFYSADTKSPDYVSQEMVFKTLGTDVVKSAFEGYNACVFAYGQTGSGKSYTMMGNSGDSGLIPRICEGLFSRINETTRWDEASFRTEVSYLEIYNERVRDLLRRKSSKTFNLRVREHPKEGPYVEDLSKHLVQNYGDVEELMDAGNINRTTAATGMNDVSSRSHAIFTIKFTQAKFDSEMPCETVSKIHLVDLAGSERADATGATGVRLKEGGNINKSLVTLGNVISALADLSQDAANTL.... Result: 0 (no interaction).